The task is: Predict the reaction yield, written as a fraction of the theoretical maximum amount of product (1.0 means a 100% yield; for example, 0.34 means a 34% yield).. This data is from Reaction yield outcomes from USPTO patents with 853,638 reactions. (1) The reactants are [OH:1][C@@H:2]([C:23]1[CH:28]=[CH:27][CH:26]=[CH:25][CH:24]=1)[CH2:3][CH2:4][N:5]1[CH2:10][CH2:9][CH:8]([C:11]2[CH:12]=[C:13]([NH:17][C:18](=[O:22])[CH:19]([CH3:21])[CH3:20])[CH:14]=[CH:15][CH:16]=2)[CH2:7][CH2:6]1.[CH3:29][O:30][C:31]1[CH:32]=[C:33](O)[CH:34]=[CH:35][CH:36]=1.C1(P(C2C=CC=CC=2)C2C=CC=CC=2)C=CC=CC=1.N(C(OCC)=O)=NC(OCC)=O.N. The catalyst is C1COCC1.C(Cl)(Cl)Cl. The product is [CH3:29][O:30][C:31]1[CH:36]=[C:35]([CH:34]=[CH:33][CH:32]=1)[O:1][C@H:2]([C:23]1[CH:24]=[CH:25][CH:26]=[CH:27][CH:28]=1)[CH2:3][CH2:4][N:5]1[CH2:10][CH2:9][CH:8]([C:11]2[CH:12]=[C:13]([NH:17][C:18](=[O:22])[CH:19]([CH3:21])[CH3:20])[CH:14]=[CH:15][CH:16]=2)[CH2:7][CH2:6]1. The yield is 0.466. (2) The reactants are [Br:1][C:2]1[CH:3]=[C:4]([CH:12]([CH2:16][CH:17]2[CH2:21][CH2:20][CH2:19][CH2:18]2)[C:13]([OH:15])=O)[CH:5]=[CH:6][C:7]=1[S:8]([CH3:11])(=[O:10])=[O:9].C(N(CC)CC)C.F[P-](F)(F)(F)(F)F.N1(O[P+](N(C)C)(N(C)C)N(C)C)C2C=CC=CC=2N=N1.[NH2:56][C:57]1[NH:58][C:59]2[CH:65]=[CH:64][CH:63]=[CH:62][C:60]=2[N:61]=1. The catalyst is C(Cl)Cl. The product is [NH:58]1[C:59]2[CH:65]=[CH:64][CH:63]=[CH:62][C:60]=2[N:61]=[C:57]1[NH:56][C:13](=[O:15])[CH:12]([C:4]1[CH:5]=[CH:6][C:7]([S:8]([CH3:11])(=[O:9])=[O:10])=[C:2]([Br:1])[CH:3]=1)[CH2:16][CH:17]1[CH2:21][CH2:20][CH2:19][CH2:18]1. The yield is 0.530. (3) The reactants are C(N(CC)CC)C.[OH:8][CH:9]([C:15]1[CH:20]=[CH:19][N:18]=[CH:17][CH:16]=1)[C:10]([CH3:14])([CH3:13])[C:11]#[N:12].[C:21]1([CH3:31])[CH:26]=[CH:25][C:24]([S:27](Cl)(=[O:29])=[O:28])=[CH:23][CH:22]=1. The catalyst is ClCCl. The product is [CH3:13][C:10]([CH3:14])([CH:9]([C:15]1[CH:16]=[CH:17][N:18]=[CH:19][CH:20]=1)[O:8][S:27]([C:24]1[CH:25]=[CH:26][C:21]([CH3:31])=[CH:22][CH:23]=1)(=[O:29])=[O:28])[C:11]#[N:12]. The yield is 0.374. (4) No catalyst specified. The product is [CH3:9][C:10]1[N:15]=[C:14]([S:16][CH2:2][C:3]2[N:4]=[CH:5][N:6]([CH3:8])[CH:7]=2)[N:13]=[C:12]([OH:17])[CH:11]=1. The yield is 0.600. The reactants are Cl[CH2:2][C:3]1[N:4]=[CH:5][N:6]([CH3:8])[CH:7]=1.[CH3:9][C:10]1[N:15]=[C:14]([SH:16])[N:13]=[C:12]([OH:17])[CH:11]=1. (5) The reactants are [NH:1]1[CH2:5][CH2:4][CH2:3][C@H:2]1[CH2:6][O:7][C:8]1[CH:9]=[C:10]([C:18]([O:20][CH3:21])=[O:19])[C:11](=[CH:16][CH:17]=1)[C:12]([O:14][CH3:15])=[O:13].[CH3:22][O:23][C:24]1[CH:25]=[C:26]([CH2:41][C:42](O)=[O:43])[CH:27]=[CH:28][C:29]=1[NH:30][C:31]([NH:33][C:34]1[CH:39]=[CH:38][CH:37]=[CH:36][C:35]=1[CH3:40])=[O:32].CCN(CC)CC. The catalyst is CN(C=O)C.CCOC(C)=O. The product is [CH3:22][O:23][C:24]1[CH:25]=[C:26]([CH2:41][C:42]([N:1]2[CH2:5][CH2:4][CH2:3][C@H:2]2[CH2:6][O:7][C:8]2[CH:9]=[C:10]([C:18]([O:20][CH3:21])=[O:19])[C:11](=[CH:16][CH:17]=2)[C:12]([O:14][CH3:15])=[O:13])=[O:43])[CH:27]=[CH:28][C:29]=1[NH:30][C:31]([NH:33][C:34]1[CH:39]=[CH:38][CH:37]=[CH:36][C:35]=1[CH3:40])=[O:32]. The yield is 0.970. (6) The reactants are [O-][CH2:2]C.[Na+].[Na].CN(/[CH:9]=[CH:10]/[C:11]([C:13]1[N:18]=[CH:17][CH:16]=[CH:15][CH:14]=1)=O)C.[NH2:19][C:20]([NH2:22])=[S:21].IC. The catalyst is [Cl-].[NH4+].O.C(O)C. The product is [CH3:2][S:21][C:20]1[N:22]=[C:11]([C:13]2[CH:14]=[CH:15][CH:16]=[CH:17][N:18]=2)[CH:10]=[CH:9][N:19]=1. The yield is 0.960. (7) The reactants are Br[C:2]1[C:3]([NH2:9])=[N:4][CH:5]=[C:6]([Br:8])[N:7]=1.C(N(C(C)C)CC)(C)C.[CH3:19][Si:20]([C:23]#[CH:24])([CH3:22])[CH3:21]. The catalyst is CN(C=O)C.[Cu]I.[Pd].C1(P(C2C=CC=CC=2)C2C=CC=CC=2)C=CC=CC=1.C1(P(C2C=CC=CC=2)C2C=CC=CC=2)C=CC=CC=1.C1(P(C2C=CC=CC=2)C2C=CC=CC=2)C=CC=CC=1.C1(P(C2C=CC=CC=2)C2C=CC=CC=2)C=CC=CC=1. The product is [Br:8][C:6]1[N:7]=[C:2]([C:24]#[C:23][Si:20]([CH3:22])([CH3:21])[CH3:19])[C:3]([NH2:9])=[N:4][CH:5]=1. The yield is 0.470. (8) The reactants are Br[C:2]1[CH:11]=[C:10]2[C:5]([N:6]=[CH:7][CH:8]=[N:9]2)=[C:4]([C:12]([NH:14][CH2:15][C:16]([O:18][CH2:19][CH3:20])=[O:17])=[O:13])[C:3]=1[OH:21].C([Sn](CCCC)(CCCC)[C:27]1[N:32]=[CH:31][CH:30]=[CH:29][N:28]=1)CCC. The catalyst is O1CCOCC1.C1C=CC([P]([Pd]([P](C2C=CC=CC=2)(C2C=CC=CC=2)C2C=CC=CC=2)([P](C2C=CC=CC=2)(C2C=CC=CC=2)C2C=CC=CC=2)[P](C2C=CC=CC=2)(C2C=CC=CC=2)C2C=CC=CC=2)(C2C=CC=CC=2)C2C=CC=CC=2)=CC=1. The product is [OH:21][C:3]1[C:4]([C:12]([NH:14][CH2:15][C:16]([O:18][CH2:19][CH3:20])=[O:17])=[O:13])=[C:5]2[C:10](=[CH:11][C:2]=1[C:27]1[N:32]=[CH:31][CH:30]=[CH:29][N:28]=1)[N:9]=[CH:8][CH:7]=[N:6]2. The yield is 0.693.